From a dataset of Forward reaction prediction with 1.9M reactions from USPTO patents (1976-2016). Predict the product of the given reaction. (1) Given the reactants [CH3:1][Si:2]([CH3:50])([CH3:49])[CH2:3][CH2:4][O:5][CH2:6][N:7]([CH2:41][O:42][CH2:43][CH2:44][Si:45]([CH3:48])([CH3:47])[CH3:46])[C:8]1[N:13]2[N:14]=[CH:15][C:16]([C:17]3[CH:18]=[N:19][C:20]([C:23]4[CH:28]=[CH:27][CH:26]=[CH:25][CH:24]=4)=[CH:21][CH:22]=3)=[C:12]2[N:11]=[C:10]([C:29]2[CH2:34][CH2:33][C:32]([CH3:40])([C:35]([O:37][CH2:38][CH3:39])=[O:36])[CH2:31][CH:30]=2)[CH:9]=1.C1C(=O)N([Br:58])C(=O)C1, predict the reaction product. The product is: [CH3:46][Si:45]([CH3:48])([CH3:47])[CH2:44][CH2:43][O:42][CH2:41][N:7]([CH2:6][O:5][CH2:4][CH2:3][Si:2]([CH3:1])([CH3:49])[CH3:50])[C:8]1[N:13]2[N:14]=[CH:15][C:16]([C:17]3[CH:18]=[N:19][C:20]([C:23]4[CH:28]=[CH:27][CH:26]=[CH:25][CH:24]=4)=[CH:21][CH:22]=3)=[C:12]2[N:11]=[C:10]([C:29]2[CH2:34][CH2:33][C:32]([CH3:40])([C:35]([O:37][CH2:38][CH3:39])=[O:36])[CH2:31][CH:30]=2)[C:9]=1[Br:58]. (2) Given the reactants [NH:1]1[C:5](=[O:6])[CH2:4][CH2:3][C@H:2]1[C:7]([OH:9])=[O:8].Cl(O)(=O)(=O)=O.C(=O)(O)[O-].[Na+].C(O[C:24]([CH3:27])([CH3:26])[CH3:25])(=O)C, predict the reaction product. The product is: [NH:1]1[C:5](=[O:6])[CH2:4][CH2:3][C@H:2]1[C:7]([O:9][C:24]([CH3:27])([CH3:26])[CH3:25])=[O:8]. (3) Given the reactants [N:1]([C:4]1[CH:5]=[C:6]([CH:27]=[CH:28][C:29]=1[CH3:30])[C:7]([NH:9][C:10]1[CH:15]=[C:14]([C:16]([CH3:19])([CH3:18])[CH3:17])[CH:13]=[C:12]([NH:20][S:21]([CH3:24])(=[O:23])=[O:22])[C:11]=1[O:25][CH3:26])=[O:8])=[N+:2]=[N-:3].[C:31]1([S:37]([C:40]2[N:41]([CH3:47])[C:42]([C:45]#[CH:46])=[CH:43][N:44]=2)(=[O:39])=[O:38])[CH:36]=[CH:35][CH:34]=[CH:33][CH:32]=1, predict the reaction product. The product is: [C:31]1([S:37]([C:40]2[N:41]([CH3:47])[C:42]([C:45]3[N:3]=[N:2][N:1]([C:4]4[CH:5]=[C:6]([CH:27]=[CH:28][C:29]=4[CH3:30])[C:7]([NH:9][C:10]4[CH:15]=[C:14]([C:16]([CH3:18])([CH3:19])[CH3:17])[CH:13]=[C:12]([NH:20][S:21]([CH3:24])(=[O:22])=[O:23])[C:11]=4[O:25][CH3:26])=[O:8])[CH:46]=3)=[CH:43][N:44]=2)(=[O:38])=[O:39])[CH:32]=[CH:33][CH:34]=[CH:35][CH:36]=1. (4) Given the reactants [OH-:1].[K+].[F:3][C:4]([F:38])([F:37])[C:5]1[CH:36]=[CH:35][C:8]([O:9][C@@H:10]2[CH2:14][CH2:13][N:12]([C:15]([CH3:34])([CH3:33])[CH2:16][CH2:17][C:18]([C:27]3[CH:32]=[CH:31][CH:30]=[CH:29][CH:28]=3)([C:21]3[CH:26]=[CH:25][CH:24]=[CH:23][CH:22]=3)[C:19]#[N:20])[CH2:11]2)=[CH:7][CH:6]=1, predict the reaction product. The product is: [F:38][C:4]([F:37])([F:3])[C:5]1[CH:6]=[CH:7][C:8]([O:9][C@@H:10]2[CH2:14][CH2:13][N:12]([C:15]([CH3:34])([CH3:33])[CH2:16][CH2:17][C:18]([C:21]3[CH:26]=[CH:25][CH:24]=[CH:23][CH:22]=3)([C:27]3[CH:28]=[CH:29][CH:30]=[CH:31][CH:32]=3)[C:19]([NH2:20])=[O:1])[CH2:11]2)=[CH:35][CH:36]=1. (5) Given the reactants [N:1]12[CH2:8][CH2:7][C:4]([C:9]([C:17]3[CH:22]=[CH:21][CH:20]=[CH:19][CH:18]=3)([C:11]3[CH:16]=[CH:15][CH:14]=[CH:13][CH:12]=3)[OH:10])([CH2:5][CH2:6]1)[CH2:3][CH2:2]2.[Br:23][CH2:24][CH2:25][CH2:26][O:27][C:28]1[CH:33]=[CH:32][C:31]([O:34][CH2:35][C:36]2[CH:41]=[CH:40][CH:39]=[CH:38][CH:37]=2)=[CH:30][CH:29]=1, predict the reaction product. The product is: [Br-:23].[OH:10][C:9]([C:17]1[CH:22]=[CH:21][CH:20]=[CH:19][CH:18]=1)([C:11]1[CH:12]=[CH:13][CH:14]=[CH:15][CH:16]=1)[C:4]12[CH2:5][CH2:6][N+:1]([CH2:24][CH2:25][CH2:26][O:27][C:28]3[CH:33]=[CH:32][C:31]([O:34][CH2:35][C:36]4[CH:41]=[CH:40][CH:39]=[CH:38][CH:37]=4)=[CH:30][CH:29]=3)([CH2:2][CH2:3]1)[CH2:8][CH2:7]2. (6) Given the reactants [OH:1][C@H:2]([C:34]1[CH:39]=[CH:38][CH:37]=[CH:36][CH:35]=1)[CH2:3][NH:4][C:5]1[CH:10]=[CH:9][C:8]([CH2:11][CH2:12][NH:13][CH2:14][C@H:15]([OH:33])[C:16]2[CH:21]=[CH:20][C:19]([O:22]CC3C=CC=CC=3)=[C:18]([NH:30][CH:31]=[O:32])[CH:17]=2)=[CH:7][CH:6]=1.C, predict the reaction product. The product is: [OH:1][C@H:2]([C:34]1[CH:35]=[CH:36][CH:37]=[CH:38][CH:39]=1)[CH2:3][NH:4][C:5]1[CH:10]=[CH:9][C:8]([CH2:11][CH2:12][NH:13][CH2:14][C@H:15]([OH:33])[C:16]2[CH:21]=[CH:20][C:19]([OH:22])=[C:18]([NH:30][CH:31]=[O:32])[CH:17]=2)=[CH:7][CH:6]=1.